Dataset: Merck oncology drug combination screen with 23,052 pairs across 39 cell lines. Task: Regression. Given two drug SMILES strings and cell line genomic features, predict the synergy score measuring deviation from expected non-interaction effect. (1) Drug 2: O=C(O)C1(Cc2cccc(Nc3nccs3)n2)CCC(Oc2cccc(Cl)c2F)CC1. Synergy scores: synergy=-2.53. Drug 1: N.N.O=C(O)C1(C(=O)O)CCC1.[Pt]. Cell line: DLD1. (2) Drug 1: N#Cc1ccc(Cn2cncc2CN2CCN(c3cccc(Cl)c3)C(=O)C2)cc1. Drug 2: CCC1=CC2CN(C1)Cc1c([nH]c3ccccc13)C(C(=O)OC)(c1cc3c(cc1OC)N(C)C1C(O)(C(=O)OC)C(OC(C)=O)C4(CC)C=CCN5CCC31C54)C2. Cell line: DLD1. Synergy scores: synergy=4.58.